From a dataset of Forward reaction prediction with 1.9M reactions from USPTO patents (1976-2016). Predict the product of the given reaction. Given the reactants [CH2:1]([O:3][C:4]([C:6]1[C:7]([C:17]2[CH:22]=[CH:21][C:20]([F:23])=[CH:19][CH:18]=2)=[C:8]2[N:13]([CH:14]=1)[CH:12]=[C:11]([CH:15]=O)[CH:10]=[CH:9]2)=[O:5])[CH3:2].[NH2:24][C:25]1[O:29][C:28]([C:30]([OH:37])([CH2:35][CH3:36])[C:31]([F:34])([F:33])[F:32])=[N:27][N:26]=1.C1(C)C=CC(S(O)(=O)=O)=CC=1.[NH+]1C=CC=CC=1.[BH4-].[Na+], predict the reaction product. The product is: [CH2:1]([O:3][C:4]([C:6]1[C:7]([C:17]2[CH:22]=[CH:21][C:20]([F:23])=[CH:19][CH:18]=2)=[C:8]2[N:13]([CH:14]=1)[CH:12]=[C:11]([CH2:15][NH:24][C:25]1[O:29][C:28]([C:30]([OH:37])([C:31]([F:34])([F:33])[F:32])[CH2:35][CH3:36])=[N:27][N:26]=1)[CH:10]=[CH:9]2)=[O:5])[CH3:2].